This data is from Reaction yield outcomes from USPTO patents with 853,638 reactions. The task is: Predict the reaction yield, written as a fraction of the theoretical maximum amount of product (1.0 means a 100% yield; for example, 0.34 means a 34% yield). (1) The reactants are [CH:1]1([NH:7][C:8](=[O:16])[NH:9][CH2:10][CH2:11][CH2:12][C:13]([OH:15])=O)[CH2:6][CH2:5][CH2:4][CH2:3][CH2:2]1.C(N=C=NCCCN(C)C)C.C[O:29][C:30](=[O:41])[C@H:31]([CH2:33][C:34]1[CH:39]=[CH:38][C:37]([OH:40])=[CH:36][CH:35]=1)[NH2:32].C(N(C(C)C)CC)(C)C.[OH-].[Na+].Cl. The catalyst is CN(C=O)C.C(O)(=O)C.CO. The product is [CH:1]1([NH:7][C:8](=[O:16])[NH:9][CH2:10][CH2:11][CH2:12][C:13]([NH:32][CH:31]([CH2:33][C:34]2[CH:35]=[CH:36][C:37]([OH:40])=[CH:38][CH:39]=2)[C:30]([OH:41])=[O:29])=[O:15])[CH2:2][CH2:3][CH2:4][CH2:5][CH2:6]1. The yield is 0.180. (2) The reactants are [H-].[Na+].[CH2:3]([OH:10])[C:4]1[CH:9]=[CH:8][CH:7]=[CH:6][CH:5]=1.[Br:11][C:12]1[CH:17]=[C:16](F)[CH:15]=[C:14]([Br:19])[CH:13]=1. The catalyst is C1COCC1. The product is [Br:11][C:12]1[CH:17]=[C:16]([O:10][CH2:3][C:4]2[CH:9]=[CH:8][CH:7]=[CH:6][CH:5]=2)[CH:15]=[C:14]([Br:19])[CH:13]=1. The yield is 0.750.